Dataset: Forward reaction prediction with 1.9M reactions from USPTO patents (1976-2016). Task: Predict the product of the given reaction. Given the reactants [CH:1]1[CH:2]=[CH:3][C:4]2[S:9][CH:8]=[CH:7][C:5]=2[CH:6]=1.[Br:10][C:11]1[CH:12]=[CH:13][C:14]([Cl:19])=[C:15]([CH:18]=1)[CH:16]=O, predict the reaction product. The product is: [S:9]1[C:8]([CH2:16][C:15]2[CH:18]=[C:11]([Br:10])[CH:12]=[CH:13][C:14]=2[Cl:19])=[CH:7][C:5]2[CH:6]=[CH:1][CH:2]=[CH:3][C:4]1=2.